Predict the reactants needed to synthesize the given product. From a dataset of Full USPTO retrosynthesis dataset with 1.9M reactions from patents (1976-2016). Given the product [CH3:1][O:2][C:3]1[CH:8]=[CH:7][C:6]([C:9]2[CH:14]=[CH:13][C:12]([S:15]([NH:18][CH:19]([CH:23]([O:24][CH2:25][C:26]3[CH:31]=[CH:30][CH:29]=[CH:28][CH:27]=3)[CH:22]([OH:41])[CH2:32][S:33][C:34]3[S:35][CH:36]=[CH:37][N:38]=3)[C:20]([OH:21])=[O:39])(=[O:16])=[O:17])=[CH:11][CH:10]=2)=[CH:5][CH:4]=1, predict the reactants needed to synthesize it. The reactants are: [CH3:1][O:2][C:3]1[CH:8]=[CH:7][C:6]([C:9]2[CH:14]=[CH:13][C:12]([S:15]([NH:18][CH:19]3[CH:23]([O:24][CH2:25][C:26]4[CH:31]=[CH:30][CH:29]=[CH:28][CH:27]=4)[CH:22]([CH2:32][S:33][C:34]4[S:35][CH:36]=[CH:37][N:38]=4)[O:21][C:20]3=[O:39])(=[O:17])=[O:16])=[CH:11][CH:10]=2)=[CH:5][CH:4]=1.C[O:41]C1C=CC(C2C=CC(S(NC(C(OCC3C=CC=CC=3)C3OC3)C(OC)=O)(=O)=O)=CC=2)=CC=1.C1C=CC=CC=1.C(N(CC)CC)C.SC1SC=CN=1.